This data is from Peptide-MHC class I binding affinity with 185,985 pairs from IEDB/IMGT. The task is: Regression. Given a peptide amino acid sequence and an MHC pseudo amino acid sequence, predict their binding affinity value. This is MHC class I binding data. The binding affinity (normalized) is 0. The peptide sequence is ARGETYGRL. The MHC is Mamu-A07 with pseudo-sequence Mamu-A07.